Dataset: Forward reaction prediction with 1.9M reactions from USPTO patents (1976-2016). Task: Predict the product of the given reaction. (1) Given the reactants [Br:1][C:2]1[CH:11]=[CH:10][C:9]2[N:8]=[CH:7][C:6]3[NH:12][C:13](=[O:26])[N:14]([C:15]4[CH:20]=[CH:19][C:18]([C:21]([CH3:25])([CH3:24])[C:22]#[N:23])=[CH:17][CH:16]=4)[C:5]=3[C:4]=2[CH:3]=1.C(N(CC)CC)C.[Br:34][C:35]1[CH:36]=[C:37]([S:41](Cl)(=[O:43])=[O:42])[CH:38]=[CH:39][CH:40]=1.O, predict the reaction product. The product is: [Br:1][C:2]1[CH:11]=[CH:10][C:9]2[N:8]=[CH:7][C:6]3[N:12]([S:41]([C:37]4[CH:38]=[CH:39][CH:40]=[C:35]([Br:34])[CH:36]=4)(=[O:43])=[O:42])[C:13](=[O:26])[N:14]([C:15]4[CH:20]=[CH:19][C:18]([C:21]([CH3:24])([CH3:25])[C:22]#[N:23])=[CH:17][CH:16]=4)[C:5]=3[C:4]=2[CH:3]=1. (2) Given the reactants [C:1]([O:9][C:10]1([CH2:27][C:28]2[CH:33]=[CH:32][C:31]([O:34][CH3:35])=[CH:30][C:29]=2[OH:36])[C:18]2[C:13](=[CH:14][CH:15]=[C:16](C)[CH:17]=2)[N:12]([CH2:20][CH2:21]CC(C)C)[C:11]1=[O:26])(=[O:8])[C:2]1[CH:7]=[CH:6][CH:5]=[CH:4][CH:3]=1.C(OC1C2C(=CC=CC=2)N(CC)C1=O)(=O)C1C=CC=CC=1, predict the reaction product. The product is: [C:1]([O:9][C:10]1([CH2:27][C:28]2[CH:33]=[CH:32][C:31]([O:34][CH3:35])=[CH:30][C:29]=2[OH:36])[C:18]2[C:13](=[CH:14][CH:15]=[CH:16][CH:17]=2)[N:12]([CH2:20][CH3:21])[C:11]1=[O:26])(=[O:8])[C:2]1[CH:7]=[CH:6][CH:5]=[CH:4][CH:3]=1. (3) Given the reactants [NH:1]1[CH2:6][CH2:5][CH:4]([CH2:7][O:8][C:9]2[C:13]3[C:14]([O:18][CH2:19][C:20]4([CH2:25][OH:26])[CH2:24][CH2:23][CH2:22][CH2:21]4)=[CH:15][CH:16]=[CH:17][C:12]=3[O:11][N:10]=2)[CH2:3][CH2:2]1.[CH:27]([C:29]1([C:35]([O:37][CH3:38])=[O:36])[CH2:34][CH2:33][O:32][CH2:31][CH2:30]1)=O.C(C1(C(OC)=O)CCC1)=O, predict the reaction product. The product is: [OH:26][CH2:25][C:20]1([CH2:19][O:18][C:14]2[C:13]3[C:9]([O:8][CH2:7][CH:4]4[CH2:5][CH2:6][N:1]([CH2:27][C:29]5([C:35]([O:37][CH3:38])=[O:36])[CH2:34][CH2:33][O:32][CH2:31][CH2:30]5)[CH2:2][CH2:3]4)=[N:10][O:11][C:12]=3[CH:17]=[CH:16][CH:15]=2)[CH2:21][CH2:22][CH2:23][CH2:24]1. (4) The product is: [CH2:2]=[CH:1][C:4]1[CH:9]=[CH:8][CH:7]=[CH:6][CH:5]=1.[OH:15][C:16]1[CH:23]=[CH:22][C:19]([CH:20]=[CH2:21])=[CH:18][CH:17]=1. Given the reactants [C:1]([C:4]1[CH:9]=[CH:8][C:7](O)=[CH:6][CH:5]=1)(C)=[CH2:2].C([O:15][C:16]1[CH:23]=[CH:22][C:19]([CH:20]=[CH2:21])=[CH:18][CH:17]=1)(C)(C)C.C=CC1C=CC=CC=1.C1(C)C=CC(S(O)(=O)=O)=CC=1, predict the reaction product. (5) The product is: [CH3:13][O:14][C:15]([C@H:17]1[CH2:22][CH2:21][C@H:20]([C:23](=[O:24])[NH:2][CH2:3][C:4]([C:6]2[CH:11]=[CH:10][CH:9]=[C:8]([Br:12])[N:7]=2)=[O:5])[CH2:19][CH2:18]1)=[O:16]. Given the reactants Cl.[NH2:2][CH2:3][C:4]([C:6]1[CH:11]=[CH:10][CH:9]=[C:8]([Br:12])[N:7]=1)=[O:5].[CH3:13][O:14][C:15]([C@H:17]1[CH2:22][CH2:21][C@H:20]([C:23](Cl)=[O:24])[CH2:19][CH2:18]1)=[O:16].C(N(CC)CC)C, predict the reaction product. (6) Given the reactants [Cl:1][C:2]1[CH:7]=[CH:6][CH:5]=[C:4]([F:8])[C:3]=1[C:9]1[NH:13][C:12](=[O:14])[N:11]([C:15]2[CH:23]=[CH:22][C:18]([C:19]([OH:21])=O)=[CH:17][CH:16]=2)[N:10]=1.C(N(C(C)C)CC)(C)C.CN(C(ON1N=NC2C=CC=CC1=2)=[N+](C)C)C.[B-](F)(F)(F)F.[F:55][C:56]1[CH:63]=[CH:62][C:59]([CH2:60][NH2:61])=[C:58]([C:64]([F:67])([F:66])[F:65])[CH:57]=1, predict the reaction product. The product is: [Cl:1][C:2]1[CH:7]=[CH:6][CH:5]=[C:4]([F:8])[C:3]=1[C:9]1[NH:13][C:12](=[O:14])[N:11]([C:15]2[CH:16]=[CH:17][C:18]([C:19]([NH:61][CH2:60][C:59]3[CH:62]=[CH:63][C:56]([F:55])=[CH:57][C:58]=3[C:64]([F:67])([F:65])[F:66])=[O:21])=[CH:22][CH:23]=2)[N:10]=1. (7) Given the reactants Br[C:2]1[CH:3]=[C:4]([CH2:8][OH:9])[CH:5]=[CH:6][CH:7]=1.[C:10]([O:14][C:15]([CH3:18])([CH3:17])[CH3:16])(=[O:13])[CH:11]=[CH2:12].C1(C)C=CC=CC=1P(C1C=CC=CC=1C)C1C=CC=CC=1C, predict the reaction product. The product is: [OH:9][CH2:8][C:4]1[CH:3]=[C:2](/[CH:12]=[CH:11]/[C:10]([O:14][C:15]([CH3:18])([CH3:17])[CH3:16])=[O:13])[CH:7]=[CH:6][CH:5]=1. (8) The product is: [Cl:1][C:2]1[CH:3]=[CH:4][C:5]([N:8]2[C:20]([CH3:33])=[C:21]([CH:23]3[CH2:24][C:25]([CH3:32])([CH3:31])[O:26][C:27]([CH3:30])([CH3:29])[CH2:28]3)[N:18]=[C:9]2[C:10]2[CH:15]=[CH:14][CH:13]=[CH:12][C:11]=2[O:16][CH3:17])=[CH:6][CH:7]=1. Given the reactants [Cl:1][C:2]1[CH:7]=[CH:6][C:5]([NH:8][C:9](=[NH:18])[C:10]2[CH:15]=[CH:14][CH:13]=[CH:12][C:11]=2[O:16][CH3:17])=[CH:4][CH:3]=1.Br[CH:20]([CH3:33])[C:21]([CH:23]1[CH2:28][C:27]([CH3:30])([CH3:29])[O:26][C:25]([CH3:32])([CH3:31])[CH2:24]1)=O.C([O-])(O)=O.[Na+], predict the reaction product. (9) Given the reactants [Cl:1][C:2]1[C:7]([C:8]2([CH3:11])[CH2:10][CH2:9]2)=[CH:6][C:5]([NH:12]C(=O)C)=[C:4]([O:16][CH3:17])[CH:3]=1.[OH-].[K+].C(O)C, predict the reaction product. The product is: [Cl:1][C:2]1[C:7]([C:8]2([CH3:11])[CH2:9][CH2:10]2)=[CH:6][C:5]([NH2:12])=[C:4]([O:16][CH3:17])[CH:3]=1. (10) Given the reactants [CH:1]1[N:2]=[CH:3][N:4]2[CH2:9][CH2:8][CH2:7][CH2:6][C:5]=12.[Mn]([O-])(=O)(=O)=[O:11].[K+], predict the reaction product. The product is: [CH:1]1[N:2]=[CH:3][N:4]2[CH2:9][CH2:8][CH2:7][C:6](=[O:11])[C:5]=12.